From a dataset of Reaction yield outcomes from USPTO patents with 853,638 reactions. Predict the reaction yield, written as a fraction of the theoretical maximum amount of product (1.0 means a 100% yield; for example, 0.34 means a 34% yield). (1) The reactants are C(N(CC)CC)C.I[C:9]1[CH:14]=[CH:13][C:12]([I:15])=[CH:11][CH:10]=1.[CH2:16]([O:23][C:24](=[O:30])[NH:25][CH2:26][CH2:27][C:28]#[CH:29])[C:17]1[CH:22]=[CH:21][CH:20]=[CH:19][CH:18]=1. The catalyst is C1COCC1.[Cu]I.Cl[Pd](Cl)([P](C1C=CC=CC=1)(C1C=CC=CC=1)C1C=CC=CC=1)[P](C1C=CC=CC=1)(C1C=CC=CC=1)C1C=CC=CC=1. The product is [CH2:16]([O:23][C:24](=[O:30])[NH:25][CH2:26][CH2:27][C:28]#[C:29][C:9]1[CH:14]=[CH:13][C:12]([I:15])=[CH:11][CH:10]=1)[C:17]1[CH:22]=[CH:21][CH:20]=[CH:19][CH:18]=1. The yield is 0.860. (2) The reactants are [ClH:1].[CH2:2]([O:9][C:10]1[C:11]([NH:17][C:18]2[S:19][CH:20]=[C:21]([CH3:23])[N:22]=2)=[N:12][CH:13]=[C:14](Br)[CH:15]=1)[C:3]1[CH:8]=[CH:7][CH:6]=[CH:5][CH:4]=1.[CH2:24](B1C2CCCC1CCC2)[C:25]1[CH:30]=[CH:29][CH:28]=[CH:27][CH:26]=1.O. The catalyst is CN(C=O)C.C1C=CC(P(C2C=CC=CC=2)[C-]2C=CC=C2)=CC=1.C1C=CC(P(C2C=CC=CC=2)[C-]2C=CC=C2)=CC=1.Cl[Pd]Cl.[Fe+2].ClCCl. The product is [ClH:1].[CH2:24]([C:14]1[CH:15]=[C:10]([O:9][CH2:2][C:3]2[CH:8]=[CH:7][CH:6]=[CH:5][CH:4]=2)[C:11]([NH:17][C:18]2[S:19][CH:20]=[C:21]([CH3:23])[N:22]=2)=[N:12][CH:13]=1)[C:25]1[CH:30]=[CH:29][CH:28]=[CH:27][CH:26]=1. The yield is 0.920. (3) The product is [NH:2]([C:6]([C:7]1[CH:15]=[CH:14][C:10]([C:11]([OH:13])=[O:12])=[CH:9][CH:8]=1)=[O:5])[NH2:3]. The catalyst is CO. The reactants are O.[NH2:2][NH2:3].C[O:5][C:6](=O)[C:7]1[CH:15]=[CH:14][C:10]([C:11]([OH:13])=[O:12])=[CH:9][CH:8]=1. The yield is 0.901. (4) The reactants are F.[Si]([O:9][C:10]1[CH:15]=[CH:14][C:13]([C:16]2[O:17][C:18]3[C:24]([CH:25]=[CH2:26])=[CH:23][CH:22]=[CH:21][C:19]=3[N:20]=2)=[CH:12][C:11]=1[F:27])(C(C)(C)C)(C)C.C1C[O:31]CC1.C(#N)C. The catalyst is O. The product is [F:27][C:11]1[CH:12]=[C:13]([C:16]2[O:17][C:18]3[C:24]([CH:25]=[CH2:26])=[CH:23][C:22]([OH:31])=[CH:21][C:19]=3[N:20]=2)[CH:14]=[CH:15][C:10]=1[OH:9]. The yield is 0.810. (5) The reactants are [C:1]1([C:11]2[CH:16]=[CH:15][CH:14]=[CH:13][CH:12]=2)[CH:6]=[CH:5][C:4]([CH2:7][C:8]([OH:10])=O)=[CH:3][CH:2]=1.C(N(C(C)C)CC)(C)C.F[P-](F)(F)(F)(F)F.N1C2C=CC=C(O[P+](N3CCCC3)(N3CCCC3)N3CCCC3)C=2N=N1.C1CN([P+](ON2N=NC3C=CC=CC2=3)(N2CCCC2)N2CCCC2)CC1.F[P-](F)(F)(F)(F)F.Cl.[CH2:93]([O:100][C:101]1[CH:102]=[C:103]([CH:106]=[CH:107][CH:108]=1)[CH2:104][NH2:105])[C:94]1[CH:99]=[CH:98][CH:97]=[CH:96][CH:95]=1.Cl. The catalyst is CN(C)C=O.O. The product is [CH2:93]([O:100][C:101]1[CH:102]=[C:103]([CH:106]=[CH:107][CH:108]=1)[CH2:104][NH:105][C:8](=[O:10])[CH2:7][C:4]1[CH:3]=[CH:2][C:1]([C:11]2[CH:16]=[CH:15][CH:14]=[CH:13][CH:12]=2)=[CH:6][CH:5]=1)[C:94]1[CH:95]=[CH:96][CH:97]=[CH:98][CH:99]=1. The yield is 0.620. (6) The reactants are [CH3:1][O:2][C:3]([C:5]1([CH3:29])[O:10][CH2:9][CH:8]([CH2:11][CH2:12][CH2:13][CH2:14][O:15][N:16]=[C:17]([C:19]2[CH:24]=[CH:23][C:22]([O:25]COC)=[CH:21][CH:20]=2)[CH3:18])[CH2:7][O:6]1)=[O:4].Cl. The catalyst is C(O)(C)C. The product is [CH3:1][O:2][C:3]([C:5]1([CH3:29])[O:10][CH2:9][CH:8]([CH2:11][CH2:12][CH2:13][CH2:14][O:15][N:16]=[C:17]([C:19]2[CH:20]=[CH:21][C:22]([OH:25])=[CH:23][CH:24]=2)[CH3:18])[CH2:7][O:6]1)=[O:4]. The yield is 0.150. (7) The yield is 0.906. The catalyst is CO. The product is [Cl:1][C:2]1[C:10]([N+:11]([O-:13])=[O:12])=[CH:9][CH:8]=[CH:7][C:3]=1[C:4]([O:6][CH3:14])=[O:5]. The reactants are [Cl:1][C:2]1[C:10]([N+:11]([O-:13])=[O:12])=[CH:9][CH:8]=[CH:7][C:3]=1[C:4]([OH:6])=[O:5].[CH3:14]C1C=CC(S(O)(=O)=O)=CC=1. (8) The product is [Br:1][C:2]1[CH:3]=[CH:4][CH:5]=[C:6]2[C:10]=1[NH:9][C:8](=[O:11])[C:7]2([C:12]1[C:20]([OH:21])=[CH:19][C:15]2[O:16][CH2:17][O:18][C:14]=2[CH:13]=1)[CH2:22][OH:23]. The catalyst is O. The reactants are [Br:1][C:2]1[CH:3]=[CH:4][CH:5]=[C:6]2[C:10]=1[NH:9][C:8](=[O:11])[CH:7]2[C:12]1[C:20]([OH:21])=[CH:19][C:15]2[O:16][CH2:17][O:18][C:14]=2[CH:13]=1.[CH2:22]=[O:23].[OH-].[Na+].Cl. The yield is 0.530.